From a dataset of Full USPTO retrosynthesis dataset with 1.9M reactions from patents (1976-2016). Predict the reactants needed to synthesize the given product. (1) The reactants are: [Br:1][C:2]1[S:3][C:4]([C:8]([OH:10])=O)=[C:5]([CH3:7])[N:6]=1.CN(C)CCCN=C=NCC.ON1C2C=CC=CC=2N=N1.[CH2:32]([NH2:39])[C:33]1[CH:38]=[CH:37][CH:36]=[CH:35][CH:34]=1. Given the product [CH2:32]([NH:39][C:8]([C:4]1[S:3][C:2]([Br:1])=[N:6][C:5]=1[CH3:7])=[O:10])[C:33]1[CH:38]=[CH:37][CH:36]=[CH:35][CH:34]=1, predict the reactants needed to synthesize it. (2) Given the product [OH:9][CH2:8][C:4]1[N:5]=[CH:6][S:7][C:3]=1/[CH:1]=[CH:2]\[S:17][C:16]([C:10]1[CH:15]=[CH:14][CH:13]=[CH:12][CH:11]=1)([C:24]1[CH:25]=[CH:26][CH:27]=[CH:28][CH:29]=1)[C:18]1[CH:19]=[CH:20][CH:21]=[CH:22][CH:23]=1, predict the reactants needed to synthesize it. The reactants are: [C:1]([C:3]1[S:7][CH:6]=[N:5][C:4]=1[CH2:8][OH:9])#[CH:2].[C:10]1([C:16]([C:24]2[CH:29]=[CH:28][CH:27]=[CH:26][CH:25]=2)([C:18]2[CH:23]=[CH:22][CH:21]=[CH:20][CH:19]=2)[SH:17])[CH:15]=[CH:14][CH:13]=[CH:12][CH:11]=1.CC(C)([O-])C.[K+].